Dataset: Reaction yield outcomes from USPTO patents with 853,638 reactions. Task: Predict the reaction yield, written as a fraction of the theoretical maximum amount of product (1.0 means a 100% yield; for example, 0.34 means a 34% yield). (1) The reactants are [CH2:1]([C:5]1[N:6]=[C:7]([CH3:30])[N:8]([CH2:27][CH2:28][OH:29])[C:9](=[O:26])[C:10]=1[CH2:11][C:12]1[CH:17]=[CH:16][C:15]([C:18]2[C:19]([C:24]#[N:25])=[CH:20][CH:21]=[CH:22][CH:23]=2)=[CH:14][CH:13]=1)[CH2:2][CH2:3][CH3:4].FC(F)(F)S(O[Si](C(C)(C)C)(C)C)(=O)=O.[N:46]1C(C)=CC=CC=1C.[Cl-].O[NH3+].[C:57](=[O:60])([O-])[OH:58].[Na+]. The catalyst is C(OCC)(=O)C.CS(C)=O.O1CCCC1. The product is [CH2:1]([C:5]1[N:6]=[C:7]([CH3:30])[N:8]([CH2:27][CH2:28][OH:29])[C:9](=[O:26])[C:10]=1[CH2:11][C:12]1[CH:17]=[CH:16][C:15]([C:18]2[CH:23]=[CH:22][CH:21]=[CH:20][C:19]=2[C:24]2[NH:46][C:57](=[O:60])[O:58][N:25]=2)=[CH:14][CH:13]=1)[CH2:2][CH2:3][CH3:4]. The yield is 0.190. (2) The reactants are [CH3:1][S:2]([N:5]1[CH2:10][CH2:9][C:8]2[N:11]([CH2:24][C@@H:25]3[CH2:27][O:26]3)[N:12]=[C:13]([C:14]3[CH:19]=[CH:18][C:17]([C:20]([F:23])([F:22])[F:21])=[CH:16][CH:15]=3)[C:7]=2[CH2:6]1)(=[O:4])=[O:3].[CH3:28][N:29]1[C:33]2[CH:34]=[CH:35][CH:36]=[CH:37][C:32]=2[N:31]([CH:38]2[CH2:43][CH2:42][NH:41][CH2:40][CH2:39]2)[C:30]1=[O:44]. The catalyst is CCO.ClC(Cl)C. The product is [OH:26][C@H:25]([CH2:24][N:11]1[C:8]2[CH2:9][CH2:10][N:5]([S:2]([CH3:1])(=[O:4])=[O:3])[CH2:6][C:7]=2[C:13]([C:14]2[CH:15]=[CH:16][C:17]([C:20]([F:21])([F:23])[F:22])=[CH:18][CH:19]=2)=[N:12]1)[CH2:27][N:41]1[CH2:40][CH2:39][CH:38]([N:31]2[C:32]3[CH:37]=[CH:36][CH:35]=[CH:34][C:33]=3[N:29]([CH3:28])[C:30]2=[O:44])[CH2:43][CH2:42]1. The yield is 0.860. (3) The reactants are C(OC([N:11]1[CH2:15][CH:14]([O:16]CC2C=CC=CC=2)[CH:13]2[O:24][CH2:25][C:26]([O:29][CH3:30])([O:27][CH3:28])[CH:12]12)=O)C1C=CC=CC=1.C([O-])([O-])=O.[Na+].[Na+].[CH3:49][C:48]([O:47][C:45](O[C:45]([O:47][C:48]([CH3:51])([CH3:50])[CH3:49])=[O:46])=[O:46])([CH3:51])[CH3:50]. The catalyst is CO.O1CCOCC1.O.[OH-].[OH-].[Pd+2]. The product is [C:48]([O:47][C:45]([N:11]1[CH2:15][C@@H:14]([OH:16])[C@H:13]2[O:24][CH2:25][C:26]([O:29][CH3:30])([O:27][CH3:28])[C@@H:12]12)=[O:46])([CH3:49])([CH3:50])[CH3:51]. The yield is 0.890. (4) The reactants are [NH2:1][C:2]1[C:11]2[C:6](=[C:7](Br)[CH:8]=[CH:9][CH:10]=2)[N:5]=[N:4][C:3]=1[C:13]([NH:15][CH2:16][CH2:17][CH3:18])=[O:14].[CH3:19][O:20][C:21]1[CH:22]=[C:23](B2OC(C)(C)C(C)(C)O2)[CH:24]=[C:25]([O:27][CH3:28])[CH:26]=1. No catalyst specified. The product is [NH2:1][C:2]1[C:11]2[C:6](=[C:7]([C:23]3[CH:22]=[C:21]([O:20][CH3:19])[CH:26]=[C:25]([O:27][CH3:28])[CH:24]=3)[CH:8]=[CH:9][CH:10]=2)[N:5]=[N:4][C:3]=1[C:13]([NH:15][CH2:16][CH2:17][CH3:18])=[O:14]. The yield is 0.939. (5) The reactants are [C:1]([O:5][C:6]([NH:8][C@@H:9]1[CH2:14][C@H:13]([NH:15][C:16]([O:18][C:19]([CH3:22])([CH3:21])[CH3:20])=[O:17])[CH2:12][N:11]([C:23]2[C:32]([N:33]3[CH2:38][C@@H:37]([NH:39][C:40]([O:42][C:43]([CH3:46])([CH3:45])[CH3:44])=[O:41])[CH2:36][C@@H:35]([NH:47][C:48]([O:50][C:51]([CH3:54])([CH3:53])[CH3:52])=[O:49])[CH2:34]3)=[N:31][C:30]3[C:25](=[CH:26][CH:27]=[C:28]([N+:55]([O-])=O)[CH:29]=3)[N:24]=2)[CH2:10]1)=[O:7])([CH3:4])([CH3:3])[CH3:2].NN. The catalyst is CCOC(C)=O.CO.[Ni]. The product is [C:1]([O:5][C:6]([NH:8][C@@H:9]1[CH2:14][C@H:13]([NH:15][C:16]([O:18][C:19]([CH3:22])([CH3:21])[CH3:20])=[O:17])[CH2:12][N:11]([C:23]2[C:32]([N:33]3[CH2:34][C@@H:35]([NH:47][C:48]([O:50][C:51]([CH3:54])([CH3:53])[CH3:52])=[O:49])[CH2:36][C@@H:37]([NH:39][C:40]([O:42][C:43]([CH3:46])([CH3:45])[CH3:44])=[O:41])[CH2:38]3)=[N:31][C:30]3[C:25](=[CH:26][CH:27]=[C:28]([NH2:55])[CH:29]=3)[N:24]=2)[CH2:10]1)=[O:7])([CH3:2])([CH3:3])[CH3:4]. The yield is 0.883. (6) The reactants are Cl[C:2]1[C:7]([Cl:8])=[CH:6][CH:5]=[CH:4][N:3]=1.B(O)(O)[C:10]1[CH:11]=[CH:12][C:13]([CH3:16])=[CH:14][CH:15]=1.C(=O)([O-])[O-].[Na+].[Na+]. The catalyst is C(O)C.O.C1C=CC([P]([Pd]([P](C2C=CC=CC=2)(C2C=CC=CC=2)C2C=CC=CC=2)([P](C2C=CC=CC=2)(C2C=CC=CC=2)C2C=CC=CC=2)[P](C2C=CC=CC=2)(C2C=CC=CC=2)C2C=CC=CC=2)(C2C=CC=CC=2)C2C=CC=CC=2)=CC=1. The product is [Cl:8][C:7]1[C:2]([C:10]2[CH:15]=[CH:14][C:13]([CH3:16])=[CH:12][CH:11]=2)=[N:3][CH:4]=[CH:5][CH:6]=1. The yield is 0.870. (7) The reactants are [CH2:1]([S:3][S:4][C:5]1[CH:10]=[CH:9][CH:8]=[C:7]([CH3:11])[C:6]=1[OH:12])[CH3:2].C(=NC(C)C)=NC(C)C.[CH2:22]([C@@H:29]([C:86](=[O:150])[NH:87][CH2:88][C:89](=[O:149])[N:90]([CH3:148])[C@@H:91]([CH2:144][CH:145]([CH3:147])[CH3:146])[C:92](=[O:143])[N:93]([CH3:142])[C@@H:94]([CH:139]([CH3:141])[CH3:140])[C:95](=[O:138])[NH:96][C@@H:97]([CH2:131][C:132]1[CH:137]=[CH:136][CH:135]=[CH:134][CH:133]=1)[C:98](=[O:130])[NH:99][C@H:100]([C:105](=[O:129])[N:106]([CH3:128])[C@@H:107]([CH2:121][C:122]1[CH:127]=[CH:126][CH:125]=[CH:124][CH:123]=1)[C:108](=[O:120])[NH:109][C@@H:110]([CH3:119])[C:111](=[O:118])[N:112]1[CH2:117][CH2:116][CH2:115][CH2:114][CH2:113]1)[CH2:101][C:102](O)=[O:103])[N:30]([CH3:85])[C:31](=[O:84])[C@H:32]([C@H:62]([O:64][C:65]([C:78]1[CH:83]=[CH:82][CH:81]=[CH:80][CH:79]=1)([C:72]1[CH:77]=[CH:76][CH:75]=[CH:74][CH:73]=1)[C:66]1[CH:71]=[CH:70][CH:69]=[CH:68][CH:67]=1)[CH3:63])[NH:33][C:34](=[O:61])[C@H:35]([CH2:57][CH:58]([CH3:60])[CH3:59])[N:36]([CH3:56])[C:37](=[O:55])[C@H:38]([CH:52]([CH3:54])[CH3:53])[NH:39][C:40](=[O:51])[C@H:41]([CH3:50])[NH:42][C:43](=[O:49])[O:44][C:45]([CH3:48])([CH3:47])[CH3:46])[C:23]1[CH:28]=[CH:27][CH:26]=[CH:25][CH:24]=1. The catalyst is CN(C)C1C=CN=CC=1.ClCCl. The product is [CH2:22]([C@@H:29]([C:86](=[O:150])[NH:87][CH2:88][C:89](=[O:149])[N:90]([CH3:148])[C@@H:91]([CH2:144][CH:145]([CH3:147])[CH3:146])[C:92](=[O:143])[N:93]([CH3:142])[C@@H:94]([CH:139]([CH3:141])[CH3:140])[C:95](=[O:138])[NH:96][C@@H:97]([CH2:131][C:132]1[CH:137]=[CH:136][CH:135]=[CH:134][CH:133]=1)[C:98](=[O:130])[NH:99][C@H:100]([C:105](=[O:129])[N:106]([CH3:128])[C@@H:107]([CH2:121][C:122]1[CH:123]=[CH:124][CH:125]=[CH:126][CH:127]=1)[C:108](=[O:120])[NH:109][C@@H:110]([CH3:119])[C:111](=[O:118])[N:112]1[CH2:117][CH2:116][CH2:115][CH2:114][CH2:113]1)[CH2:101][C:102]([O:12][C:6]1[C:7]([CH3:11])=[CH:8][CH:9]=[CH:10][C:5]=1[S:4][S:3][CH2:1][CH3:2])=[O:103])[N:30]([CH3:85])[C:31](=[O:84])[C@H:32]([C@H:62]([O:64][C:65]([C:66]1[CH:71]=[CH:70][CH:69]=[CH:68][CH:67]=1)([C:72]1[CH:73]=[CH:74][CH:75]=[CH:76][CH:77]=1)[C:78]1[CH:83]=[CH:82][CH:81]=[CH:80][CH:79]=1)[CH3:63])[NH:33][C:34](=[O:61])[C@H:35]([CH2:57][CH:58]([CH3:60])[CH3:59])[N:36]([CH3:56])[C:37](=[O:55])[C@H:38]([CH:52]([CH3:54])[CH3:53])[NH:39][C:40](=[O:51])[C@H:41]([CH3:50])[NH:42][C:43](=[O:49])[O:44][C:45]([CH3:46])([CH3:47])[CH3:48])[C:23]1[CH:28]=[CH:27][CH:26]=[CH:25][CH:24]=1. The yield is 0.800.